From a dataset of Forward reaction prediction with 1.9M reactions from USPTO patents (1976-2016). Predict the product of the given reaction. (1) Given the reactants [Br:1][C:2]1[CH:7]=[CH:6][C:5]([C:8]2[N:9]=[C:10]([NH:13][CH:14]([CH2:19][C:20]([F:23])([F:22])[F:21])[C:15](OC)=[O:16])[S:11][CH:12]=2)=[CH:4][CH:3]=1.[H-].[Al+3].[Li+].[H-].[H-].[H-], predict the reaction product. The product is: [Br:1][C:2]1[CH:7]=[CH:6][C:5]([C:8]2[N:9]=[C:10]([NH:13][CH:14]([CH2:19][C:20]([F:22])([F:21])[F:23])[CH2:15][OH:16])[S:11][CH:12]=2)=[CH:4][CH:3]=1. (2) Given the reactants [CH:1]1([NH:6][CH:7]2[CH2:10][N:9]([C:11]([C:13]3[CH:14]=[C:15]([CH:28]=[CH:29][C:30]=3[F:31])[CH2:16][C:17]3[C:26]4[C:21](=[CH:22][CH:23]=[CH:24][CH:25]=4)[C:20](=[O:27])[NH:19][N:18]=3)=[O:12])[CH2:8]2)[CH2:5][CH2:4][CH2:3][CH2:2]1.[ClH:32], predict the reaction product. The product is: [ClH:32].[CH:1]1([NH:6][CH:7]2[CH2:10][N:9]([C:11]([C:13]3[CH:14]=[C:15]([CH:28]=[CH:29][C:30]=3[F:31])[CH2:16][C:17]3[C:26]4[C:21](=[CH:22][CH:23]=[CH:24][CH:25]=4)[C:20](=[O:27])[NH:19][N:18]=3)=[O:12])[CH2:8]2)[CH2:5][CH2:4][CH2:3][CH2:2]1. (3) The product is: [NH2:1][C:2]1[CH:9]=[CH:8][C:7]([B:14]2[O:15][C:16]([CH3:18])([CH3:17])[C:12]([CH3:28])([CH3:11])[O:13]2)=[CH:6][C:3]=1[C:4]#[N:5]. Given the reactants [NH2:1][C:2]1[CH:9]=[CH:8][C:7](Cl)=[CH:6][C:3]=1[C:4]#[N:5].[CH3:11][C:12]1([CH3:28])[C:16]([CH3:18])([CH3:17])[O:15][B:14]([B:14]2[O:15][C:16]([CH3:18])([CH3:17])[C:12]([CH3:28])([CH3:11])[O:13]2)[O:13]1.C([O-])(=O)C.[Na+].C1(P(C2CCCCC2)C2CCCCC2)CCCCC1, predict the reaction product. (4) The product is: [Cl:28][C:2]1[S:3][C:4]2[C:9]([NH:10][C:11]([CH3:16])([CH2:14][OH:15])[CH2:12][OH:13])=[N:8][C:7]([S:17][CH2:18][C:19]3[CH:24]=[CH:23][CH:22]=[C:21]([F:25])[C:20]=3[F:26])=[N:6][C:5]=2[N:27]=1. Given the reactants N[C:2]1[S:3][C:4]2[C:9]([NH:10][C:11]([CH3:16])([CH2:14][OH:15])[CH2:12][OH:13])=[N:8][C:7]([S:17][CH2:18][C:19]3[CH:24]=[CH:23][CH:22]=[C:21]([F:25])[C:20]=3[F:26])=[N:6][C:5]=2[N:27]=1.[ClH:28].N([O-])=O.[Na+].N, predict the reaction product. (5) Given the reactants S(=O)(=O)(O)O.N[C:7]1[C:16]([C:17]([F:20])([F:19])[F:18])=[CH:15][C:10]([C:11]([O:13][CH3:14])=[O:12])=[CH:9][C:8]=1[Cl:21].N([O-])=O.[Na+].[I-:26].[K+].S([O-])([O-])(=O)=S.[Na+].[Na+], predict the reaction product. The product is: [Cl:21][C:8]1[CH:9]=[C:10]([CH:15]=[C:16]([C:17]([F:20])([F:19])[F:18])[C:7]=1[I:26])[C:11]([O:13][CH3:14])=[O:12]. (6) Given the reactants [NH2:1][C:2]1[CH:11]=[CH:10][CH:9]=[C:8]2[C:3]=1[C:4](=[O:23])[N:5]([C:13]1[CH:18]=[CH:17][CH:16]=[C:15]([C:19]([F:22])([F:21])[F:20])[CH:14]=1)[C:6]([CH3:12])=[N:7]2.[N:24]1[CH:29]=[CH:28][N:27]=[CH:26][C:25]=1C(O)=O.F[P-](F)(F)(F)(F)F.N1(OC(N(C)C)=[N+](C)C)C2N=CC=CC=2N=N1.C(N(CC)C(C)C)(C)C, predict the reaction product. The product is: [CH3:12][C:6]1[N:5]([C:13]2[CH:18]=[CH:17][CH:16]=[C:15]([C:19]([F:22])([F:21])[F:20])[CH:14]=2)[C:4](=[O:23])[C:3]2[C:8](=[CH:9][CH:10]=[CH:11][C:2]=2[NH:1][C:25]2[CH:26]=[N:27][CH:28]=[CH:29][N:24]=2)[N:7]=1.